This data is from Forward reaction prediction with 1.9M reactions from USPTO patents (1976-2016). The task is: Predict the product of the given reaction. Given the reactants Cl[C:2]1[N:9]=[C:8]([CH3:10])[CH:7]=[CH:6][C:3]=1[CH:4]=O.O.[NH2:12][NH2:13].O.C1(C)C=CC(S(O)(=O)=O)=CC=1.C(O)(=O)CC(CC(O)=O)(C(O)=O)O, predict the reaction product. The product is: [CH3:10][C:8]1[N:9]=[C:2]2[NH:12][N:13]=[CH:4][C:3]2=[CH:6][CH:7]=1.